This data is from Forward reaction prediction with 1.9M reactions from USPTO patents (1976-2016). The task is: Predict the product of the given reaction. Given the reactants [N:1]1([C:7]2[CH:17]=[CH:16][C:10]([C:11]([O:13][CH2:14][CH3:15])=[O:12])=[CH:9][CH:8]=2)[CH2:6][CH2:5][NH:4][CH2:3][CH2:2]1.N1C=CC=CC=1.[C:24]1([O:30][C:31](Cl)=[O:32])[CH:29]=[CH:28][CH:27]=[CH:26][CH:25]=1.O, predict the reaction product. The product is: [CH2:14]([O:13][C:11]([C:10]1[CH:9]=[CH:8][C:7]([N:1]2[CH2:2][CH2:3][N:4]([C:31]([O:30][C:24]3[CH:29]=[CH:28][CH:27]=[CH:26][CH:25]=3)=[O:32])[CH2:5][CH2:6]2)=[CH:17][CH:16]=1)=[O:12])[CH3:15].